This data is from CYP3A4 inhibition data for predicting drug metabolism from PubChem BioAssay. The task is: Regression/Classification. Given a drug SMILES string, predict its absorption, distribution, metabolism, or excretion properties. Task type varies by dataset: regression for continuous measurements (e.g., permeability, clearance, half-life) or binary classification for categorical outcomes (e.g., BBB penetration, CYP inhibition). Dataset: cyp3a4_veith. (1) The molecule is COc1ccc(-c2cc(C3CCN(c4ccc(C(C)=O)cc4[N+](=O)[O-])CC3)[nH]n2)cc1. The result is 1 (inhibitor). (2) The drug is Cc1cc(C)c(C#N)c(SCC(=O)C(C)(C)C)n1. The result is 0 (non-inhibitor).